Dataset: Full USPTO retrosynthesis dataset with 1.9M reactions from patents (1976-2016). Task: Predict the reactants needed to synthesize the given product. (1) Given the product [Cl:1][C:2]1[CH:3]=[C:4]([CH:5]=[CH:6][C:7]=1[O:8][CH3:9])[CH2:10][Br:11], predict the reactants needed to synthesize it. The reactants are: [Cl:1][C:2]1[CH:3]=[C:4]([CH3:10])[CH:5]=[CH:6][C:7]=1[O:8][CH3:9].[Br:11]N1C(=O)CCC1=O. (2) Given the product [CH:1]([S:4]([C:7]1[CH:8]=[C:9]2[C:10](=[C:12]([O:14][C:15]3[CH:20]=[CH:19][C:18]([S:21]([CH3:24])(=[O:23])=[O:22])=[CH:17][CH:16]=3)[CH:13]=1)[NH:11][N:38]=[CH:25]2)(=[O:6])=[O:5])([CH3:3])[CH3:2], predict the reactants needed to synthesize it. The reactants are: [CH:1]([S:4]([C:7]1[CH:13]=[C:12]([O:14][C:15]2[CH:20]=[CH:19][C:18]([S:21]([CH3:24])(=[O:23])=[O:22])=[CH:17][CH:16]=2)[C:10]([NH2:11])=[C:9]([CH3:25])[CH:8]=1)(=[O:6])=[O:5])([CH3:3])[CH3:2].C([O-])(=O)C.[K+].C(OC(=O)C)(=O)C.[N:38](OCCC(C)C)=O. (3) Given the product [CH3:27][C:4]1[NH:5][CH:6]=[C:2]([C:32]2[CH:33]=[N:34][CH:35]=[CH:36][CH:37]=2)[N:3]=1, predict the reactants needed to synthesize it. The reactants are: I[C:2]1[N:3](C)[CH2:4][N:5](C(C2C=CC=CC=2)(C2C=CC=CC=2)C2C=CC=CC=2)[CH:6]=1.[CH2:27]([Mg]Br)C.Br[C:32]1[CH:33]=[N:34][CH:35]=[CH:36][CH:37]=1. (4) Given the product [CH2:1]([C:8]1[S:12][C:11]([NH:13][C:14](=[O:23])[C:15]2[CH:20]=[CH:19][C:18]([OH:21])=[CH:17][CH:16]=2)=[N:10][C:9]=1[C:24]1[CH:25]=[CH:26][C:27]([OH:30])=[CH:28][CH:29]=1)[C:2]1[CH:7]=[CH:6][CH:5]=[CH:4][CH:3]=1, predict the reactants needed to synthesize it. The reactants are: [CH2:1]([C:8]1[S:12][C:11]([NH:13][C:14](=[O:23])[C:15]2[CH:20]=[CH:19][C:18]([O:21]C)=[CH:17][CH:16]=2)=[N:10][C:9]=1[C:24]1[CH:29]=[CH:28][C:27]([O:30]C)=[CH:26][CH:25]=1)[C:2]1[CH:7]=[CH:6][CH:5]=[CH:4][CH:3]=1.B(Br)(Br)Br. (5) Given the product [Cl:1][C:2]1[CH:3]=[C:4]([C:9]2[CH:14]=[C:13]([C:15]([F:16])([F:18])[F:17])[N:12]=[C:11]([C:19]3[CH:24]=[CH:23][N:22]=[C:21]([C:30]4[CH:29]=[N:28][C:27]([NH2:26])=[CH:32][CH:31]=4)[CH:20]=3)[N:10]=2)[CH:5]=[CH:6][C:7]=1[Cl:8], predict the reactants needed to synthesize it. The reactants are: [Cl:1][C:2]1[CH:3]=[C:4]([C:9]2[CH:14]=[C:13]([C:15]([F:18])([F:17])[F:16])[N:12]=[C:11]([C:19]3[CH:24]=[CH:23][N:22]=[C:21](Cl)[CH:20]=3)[N:10]=2)[CH:5]=[CH:6][C:7]=1[Cl:8].[NH2:26][C:27]1[CH:32]=[CH:31][C:30](B2OC(C)(C)C(C)(C)O2)=[CH:29][N:28]=1. (6) Given the product [CH3:17][O:16][C:12]1[CH:11]=[C:10]([C:4]2([NH2:1])[CH2:9][CH2:8][CH2:7][CH2:6][CH2:5]2)[CH:15]=[CH:14][CH:13]=1, predict the reactants needed to synthesize it. The reactants are: [N:1]([C:4]1([C:10]2[CH:15]=[CH:14][CH:13]=[C:12]([O:16][CH3:17])[CH:11]=2)[CH2:9][CH2:8][CH2:7][CH2:6][CH2:5]1)=[N+]=[N-].[H-].[H-].[H-].[H-].[Li+].[Al+3].[OH-].[Na+].O.